From a dataset of Reaction yield outcomes from USPTO patents with 853,638 reactions. Predict the reaction yield, written as a fraction of the theoretical maximum amount of product (1.0 means a 100% yield; for example, 0.34 means a 34% yield). (1) The reactants are C([Mg]Cl)(C)C.Br[C:7]1[C:13]([O:14][CH3:15])=[CH:12][C:10]([NH2:11])=[C:9]([Cl:16])[CH:8]=1.C([Li])CCC.CN(C)[CH:24]=[O:25].C(O)(=O)CC(CC(O)=O)(C(O)=O)O. The catalyst is O1CCCC1.O. The product is [NH2:11][C:10]1[C:9]([Cl:16])=[CH:8][C:7]([CH:24]=[O:25])=[C:13]([O:14][CH3:15])[CH:12]=1. The yield is 0.800. (2) The reactants are [NH2:1][C:2]1[CH:3]=[C:4]([CH:21]=[CH:22][C:23]=1[F:24])[O:5][C:6]1[CH:7]=[CH:8][C:9]2[N:10]([CH:12]=[C:13]([NH:15][C:16]([CH:18]3[CH2:20][CH2:19]3)=[O:17])[N:14]=2)[N:11]=1.[N:25]1[CH:30]=[CH:29][N:28]=[CH:27][C:26]=1[C:31](Cl)=[O:32]. The catalyst is CN(C)C(=O)C. The product is [CH:18]1([C:16]([NH:15][C:13]2[N:14]=[C:9]3[CH:8]=[CH:7][C:6]([O:5][C:4]4[CH:21]=[CH:22][C:23]([F:24])=[C:2]([NH:1][C:31]([C:26]5[CH:27]=[N:28][CH:29]=[CH:30][N:25]=5)=[O:32])[CH:3]=4)=[N:11][N:10]3[CH:12]=2)=[O:17])[CH2:20][CH2:19]1. The yield is 0.260.